Task: Regression/Classification. Given a drug SMILES string, predict its absorption, distribution, metabolism, or excretion properties. Task type varies by dataset: regression for continuous measurements (e.g., permeability, clearance, half-life) or binary classification for categorical outcomes (e.g., BBB penetration, CYP inhibition). Dataset: cyp3a4_veith.. Dataset: CYP3A4 inhibition data for predicting drug metabolism from PubChem BioAssay (1) The molecule is O=C(/C=C/c1ccccc1)N/C(=C/c1ccccc1)C(=O)Nc1ccccc1O. The result is 1 (inhibitor). (2) The molecule is Nc1nc2c(nc(Br)n2[C@@H]2O[C@H]3COP(=O)([O-])O[C@H]3[C@@H]2O)c(=O)[nH]1. The result is 0 (non-inhibitor). (3) The drug is Clc1ccc([C@@H]2C[C@H]3CC[C@@H]2N3)cn1. The result is 0 (non-inhibitor).